Dataset: Forward reaction prediction with 1.9M reactions from USPTO patents (1976-2016). Task: Predict the product of the given reaction. (1) Given the reactants [N:1]1[CH:6]=[C:5]([C:7]#[N:8])[CH:4]=[N:3][CH:2]=1.[CH2:9]([Mg]Br)[CH3:10].B(F)(F)F, predict the reaction product. The product is: [N:1]1[CH:6]=[C:5]([C:7]2([NH2:8])[CH2:10][CH2:9]2)[CH:4]=[N:3][CH:2]=1. (2) Given the reactants [N:1]1[C:10]2[C:5](=[CH:6][C:7]([O:11][CH2:12][CH2:13][O:14][C:15]3[CH:30]=[CH:29][C:18]([CH2:19][CH:20]([C:25]([O:27]C)=[O:26])[C:21]([O:23][CH3:24])=[O:22])=[CH:17][CH:16]=3)=[CH:8][CH:9]=2)[CH:4]=[CH:3][CH:2]=1.[OH-].[Na+], predict the reaction product. The product is: [CH3:24][O:23][C:21]([CH:20]([CH2:19][C:18]1[CH:17]=[CH:16][C:15]([O:14][CH2:13][CH2:12][O:11][C:7]2[CH:6]=[C:5]3[C:10](=[CH:9][CH:8]=2)[N:1]=[CH:2][CH:3]=[CH:4]3)=[CH:30][CH:29]=1)[C:25]([OH:27])=[O:26])=[O:22]. (3) Given the reactants CCN(CC)CC.II.[CH:23]1[CH:28]=[CH:27][C:26](P([C:23]2[CH:28]=[CH:27][CH:26]=[CH:25][CH:24]=2)[C:23]2[CH:28]=[CH:27][CH:26]=[CH:25][CH:24]=2)=[CH:25][CH:24]=1.[CH2:29]([O:36][N:37]1[C:43](=[O:44])[N:42]2[CH2:45][C@H:38]1[CH2:39][CH2:40][C@H:41]2[C:46]([NH:48][NH:49][C:50](=O)[CH2:51][N:52]([C:64]([O:66][C:67]([CH3:70])([CH3:69])[CH3:68])=[O:65])[CH:53]1[CH2:56][N:55]([C:57]([O:59][C:60]([CH3:63])([CH3:62])[CH3:61])=[O:58])[CH2:54]1)=[O:47])C1C=CC=CC=1, predict the reaction product. The product is: [CH2:29]([O:36][N:37]1[C:43](=[O:44])[N:42]2[CH2:45][C@H:38]1[CH2:39][CH2:40][C@H:41]2[C:46]1[O:47][C:50]([CH2:51][N:52]([C:64]([O:66][C:67]([CH3:69])([CH3:68])[CH3:70])=[O:65])[CH:53]2[CH2:54][N:55]([C:57]([O:59][C:60]([CH3:62])([CH3:63])[CH3:61])=[O:58])[CH2:56]2)=[N:49][N:48]=1)[C:23]1[CH:24]=[CH:25][CH:26]=[CH:27][CH:28]=1.